From a dataset of Reaction yield outcomes from USPTO patents with 853,638 reactions. Predict the reaction yield, written as a fraction of the theoretical maximum amount of product (1.0 means a 100% yield; for example, 0.34 means a 34% yield). (1) The reactants are [O:1]([C:8]1[CH:13]=[CH:12][C:11]([CH2:14][C:15]([OH:17])=O)=[CH:10][CH:9]=1)[C:2]1[CH:7]=[CH:6][CH:5]=[CH:4][CH:3]=1.[CH2:18](Cl)CCl.C1C=CC2N(O)N=NC=2C=1.CCN(CC)CC.[N:39]1([C:44]2[C:52]3[C:47](=[CH:48][CH:49]=[C:50]([NH2:53])[CH:51]=3)[NH:46][N:45]=2)[CH:43]=[CH:42][N:41]=[CH:40]1. The catalyst is CN(C=O)C.C(OCC)(=O)C. The product is [CH2:2]([O:1][C:8]1[CH:9]=[CH:10][C:11]([CH2:14][C:15]([NH:53][C:50]2[CH:51]=[C:52]3[C:47](=[CH:48][CH:49]=2)[NH:46][N:45]=[C:44]3[N:39]2[CH:43]=[CH:42][N:41]=[CH:40]2)=[O:17])=[CH:12][CH:13]=1)[C:7]1[CH:6]=[CH:5][CH:4]=[CH:3][CH:18]=1. The yield is 0.250. (2) The reactants are C[O:2][C:3]([C:5]12[CH2:23][CH:22]1[CH2:21][CH2:20][CH2:19][CH2:18][CH2:17][CH2:16][CH2:15][CH:14]([NH:24][C:25]([O:27][C:28]([CH3:31])([CH3:30])[CH3:29])=[O:26])[C:13](=[O:32])[N:12]1[CH:8]([CH2:9][CH:10]([O:33][C:34]([N:36]3[CH2:44][C:43]4[C:38](=[CH:39][CH:40]=[CH:41][C:42]=4[F:45])[CH2:37]3)=[O:35])[CH2:11]1)[C:7](=[O:46])[NH:6]2)=[O:4].C1COCC1.CO.[OH-].[Li+]. The catalyst is CCOC(C)=O.O. The product is [C:28]([O:27][C:25]([NH:24][CH:14]1[C:13](=[O:32])[N:12]2[CH:8]([CH2:9][CH:10]([O:33][C:34]([N:36]3[CH2:44][C:43]4[C:38](=[CH:39][CH:40]=[CH:41][C:42]=4[F:45])[CH2:37]3)=[O:35])[CH2:11]2)[C:7](=[O:46])[NH:6][C:5]2([C:3]([OH:4])=[O:2])[CH:22]([CH2:23]2)[CH2:21][CH2:20][CH2:19][CH2:18][CH2:17][CH2:16][CH2:15]1)=[O:26])([CH3:31])([CH3:29])[CH3:30]. The yield is 0.970. (3) The reactants are Br[C:2]1[C:8]([F:9])=[CH:7][C:6]([N+:10]([O-:12])=[O:11])=[CH:5][C:3]=1[NH2:4].B1([CH:24]2[CH2:26][CH2:25]2)OC(=O)CN(C)CC(=O)O1.P(C1CCCCC1)(C1CCCCC1)C1CCCCC1.C([O-])([O-])=O.[Cs+].[Cs+]. The catalyst is C1(C)C=CC=CC=1.O.CC([O-])=O.CC([O-])=O.[Pd+2]. The product is [CH:24]1([C:2]2[C:8]([F:9])=[CH:7][C:6]([N+:10]([O-:12])=[O:11])=[CH:5][C:3]=2[NH2:4])[CH2:26][CH2:25]1. The yield is 0.900. (4) The yield is 0.530. The catalyst is ClCCl. The product is [S:24]([O:15][CH2:14][CH2:13][CH2:12][O:11][C:4]1[C:5]2[C:10](=[CH:9][CH:8]=[CH:7][CH:6]=2)[N:1]=[CH:2][CH:3]=1)(=[O:26])(=[O:25])[CH3:23]. The reactants are [N:1]1[C:10]2[C:5](=[CH:6][CH:7]=[CH:8][CH:9]=2)[C:4]([O:11][CH2:12][CH2:13][CH2:14][OH:15])=[CH:3][CH:2]=1.C(N(CC)CC)C.[CH3:23][S:24](Cl)(=[O:26])=[O:25]. (5) The reactants are [C:1]([C:4]1[CH:5]=[CH:6][C:7]([C:20]2[CH:25]=[CH:24][CH:23]=[C:22]([NH:26][C:27](=[O:35])[C:28]3[CH:33]=[CH:32][C:31]([F:34])=[CH:30][CH:29]=3)[C:21]=2[CH3:36])=[C:8]2[C:16]=1[NH:15][C:14]1[CH:13]=[C:12]([C:17](O)=[O:18])[CH:11]=[CH:10][C:9]2=1)(=[O:3])[NH2:2].C1C=[N:41]C2N(O)N=NC=2C=1.[OH-].[NH4+].C(Cl)CCl. The catalyst is C1COCC1. The product is [F:34][C:31]1[CH:30]=[CH:29][C:28]([C:27]([NH:26][C:22]2[C:21]([CH3:36])=[C:20]([C:7]3[C:8]4[C:9]5[C:14](=[CH:13][C:12]([C:17]([NH2:41])=[O:18])=[CH:11][CH:10]=5)[NH:15][C:16]=4[C:4]([C:1]([NH2:2])=[O:3])=[CH:5][CH:6]=3)[CH:25]=[CH:24][CH:23]=2)=[O:35])=[CH:33][CH:32]=1. The yield is 0.290. (6) The reactants are [CH3:1][C:2]1[C:6]([CH:7]2[CH2:12][CH2:11][CH2:10][CH2:9][CH2:8]2)=[CH:5][S:4][CH:3]=1.O=P(Cl)(Cl)Cl.CN([CH:21]=[O:22])C. No catalyst specified. The product is [CH:21]([C:3]1[S:4][CH:5]=[C:6]([CH:7]2[CH2:8][CH2:9][CH2:10][CH2:11][CH2:12]2)[C:2]=1[CH3:1])=[O:22]. The yield is 0.830. (7) The reactants are [CH2:1]1[C:9]2[C:4](=[CH:5][CH:6]=[CH:7][CH:8]=2)[CH2:3][CH:2]1[NH:10][C:11]1[CH:12]=[C:13]2[C:18](=[CH:19][CH:20]=1)[N:17]=[C:16]([CH3:21])[C:15]([C:22]([O:24]C)=[O:23])=[C:14]2[C:26]1[CH:31]=[CH:30][CH:29]=[CH:28][CH:27]=1.C1OCCOCCOCCOCCOCCOC1. The product is [CH2:1]1[C:9]2[C:4](=[CH:5][CH:6]=[CH:7][CH:8]=2)[CH2:3][CH:2]1[NH:10][C:11]1[CH:12]=[C:13]2[C:18](=[CH:19][CH:20]=1)[N:17]=[C:16]([CH3:21])[C:15]([C:22]([OH:24])=[O:23])=[C:14]2[C:26]1[CH:31]=[CH:30][CH:29]=[CH:28][CH:27]=1. The yield is 0.930. The catalyst is CCO.